From a dataset of Full USPTO retrosynthesis dataset with 1.9M reactions from patents (1976-2016). Predict the reactants needed to synthesize the given product. Given the product [Cl:30][CH2:31][C:16]1([C:19]([O:21][CH3:22])=[O:20])[CH2:15][CH2:14][N:13]([C:23]([O:25][C:26]([CH3:29])([CH3:28])[CH3:27])=[O:24])[CH2:18][CH2:17]1, predict the reactants needed to synthesize it. The reactants are: C(NC(C)C)(C)C.[Li]CCCC.[N:13]1([C:23]([O:25][C:26]([CH3:29])([CH3:28])[CH3:27])=[O:24])[CH2:18][CH2:17][CH:16]([C:19]([O:21][CH3:22])=[O:20])[CH2:15][CH2:14]1.[Cl:30][CH2:31]I.